From a dataset of Full USPTO retrosynthesis dataset with 1.9M reactions from patents (1976-2016). Predict the reactants needed to synthesize the given product. (1) The reactants are: Cl[C:2]1[CH:7]=[C:6]([O:8][C:9]2[CH:10]=[CH:11][C:12]([N:16]3[C:20](=[O:21])[NH:19][C:18]([C:22]4[CH:27]=[CH:26][C:25]([F:28])=[CH:24][CH:23]=4)=[N:17]3)=[N:13][C:14]=2[CH3:15])[CH:5]=[CH:4][N:3]=1.P([O-])([O-])([O-])=O.[K+].[K+].[K+].O1[CH2:42][CH2:41]OCC1. Given the product [F:28][C:25]1[CH:26]=[CH:27][C:22]([C:18]2[NH:19][C:20](=[O:21])[N:16]([C:12]3[CH:11]=[CH:10][C:9]([O:8][C:6]4[CH:5]=[CH:4][N:3]=[C:2]([N:13]5[CH:14]=[C:41]([CH3:42])[N:16]=[CH:12]5)[CH:7]=4)=[C:14]([CH3:15])[N:13]=3)[N:17]=2)=[CH:23][CH:24]=1, predict the reactants needed to synthesize it. (2) Given the product [C:18]1([C:15]2[CH:16]=[C:17]([B:33]([OH:34])[OH:32])[C:12]3[S:11][C:10]4[CH:24]=[CH:25][C:7]([C:1]5[CH:6]=[CH:5][CH:4]=[CH:3][CH:2]=5)=[CH:8][C:9]=4[C:13]=3[CH:14]=2)[CH:19]=[CH:20][CH:21]=[CH:22][CH:23]=1, predict the reactants needed to synthesize it. The reactants are: [C:1]1([C:7]2[CH:25]=[CH:24][C:10]3[S:11][C:12]4[CH:17]=[CH:16][C:15]([C:18]5[CH:23]=[CH:22][CH:21]=[CH:20][CH:19]=5)=[CH:14][C:13]=4[C:9]=3[CH:8]=2)[CH:6]=[CH:5][CH:4]=[CH:3][CH:2]=1.C([Li])CCC.C[O:32][B:33](OC)[O:34]C.